From a dataset of Forward reaction prediction with 1.9M reactions from USPTO patents (1976-2016). Predict the product of the given reaction. (1) Given the reactants [Cl:1][C:2]1[CH:3]=[C:4]([CH:30]=[CH:31][CH:32]=1)[C:5]([NH:7][C:8]1[C:9]([N:20]2[CH2:25][CH2:24][CH:23]([CH2:26][C:27]([OH:29])=O)[CH2:22][CH2:21]2)=[N:10][CH:11]=[C:12]([C:14]2[CH:19]=[CH:18][CH:17]=[CH:16][CH:15]=2)[CH:13]=1)=[O:6].[CH3:33][N:34]1[CH2:40][CH2:39][CH2:38][NH:37][CH2:36][CH2:35]1.F[B-](F)(F)F.N1(OC(N(C)C)=[N+](C)C)C2C=CC=CC=2N=N1.C(N(CC)CC)C, predict the reaction product. The product is: [Cl:1][C:2]1[CH:3]=[C:4]([CH:30]=[CH:31][CH:32]=1)[C:5]([NH:7][C:8]1[C:9]([N:20]2[CH2:21][CH2:22][CH:23]([CH2:26][C:27]([N:37]3[CH2:38][CH2:39][CH2:40][N:34]([CH3:33])[CH2:35][CH2:36]3)=[O:29])[CH2:24][CH2:25]2)=[N:10][CH:11]=[C:12]([C:14]2[CH:19]=[CH:18][CH:17]=[CH:16][CH:15]=2)[CH:13]=1)=[O:6]. (2) Given the reactants N1(C2N=C(CC([O-])=O)NC(=O)C=2)CC[O:4]CC1.[Na+].Cl[C:20]1[CH:28]=[CH:27][CH:26]=[C:25]2[C:21]=1[CH2:22][CH:23]([CH3:45])[N:24]2[C:29](=[O:44])[CH2:30][C:31]1[NH:36][C:35](=[O:37])[CH:34]=[C:33]([N:38]2[CH2:43][CH2:42][O:41][CH2:40][CH2:39]2)[N:32]=1.Cl.CN(C)CCCN=C=NCC, predict the reaction product. The product is: [OH:4][C:20]1[CH:28]=[CH:27][CH:26]=[C:25]2[C:21]=1[CH2:22][CH:23]([CH3:45])[N:24]2[C:29](=[O:44])[CH2:30][C:31]1[NH:36][C:35](=[O:37])[CH:34]=[C:33]([N:38]2[CH2:43][CH2:42][O:41][CH2:40][CH2:39]2)[N:32]=1. (3) The product is: [Br:15][C:16]1[C:17]([C:18]#[N:19])=[C:20]([N:12]2[CH2:11][CH2:10][CH:9]([C:3]3[CH:8]=[CH:7][CH:6]=[CH:5][CH:4]=3)[CH2:14][CH2:13]2)[CH:21]=[CH:22][N:23]=1. Given the reactants [H-].[Na+].[C:3]1([CH:9]2[CH2:14][CH2:13][NH:12][CH2:11][CH2:10]2)[CH:8]=[CH:7][CH:6]=[CH:5][CH:4]=1.[Br:15][C:16]1[N:23]=[CH:22][CH:21]=[C:20](Br)[C:17]=1[C:18]#[N:19], predict the reaction product. (4) Given the reactants N([O-])=O.[Na+].[NH2:5][C:6]1[CH:11]=[CH:10][C:9]([N:12]2[CH2:17][CH2:16][C:15](=[O:18])[CH2:14][CH2:13]2)=[C:8]([F:19])[CH:7]=1.[N-:20]=[N+:21]=[N-].[Na+].C([O-])(=O)C.[Na+], predict the reaction product. The product is: [N:5]([C:6]1[CH:11]=[CH:10][C:9]([N:12]2[CH2:17][CH2:16][C:15](=[O:18])[CH2:14][CH2:13]2)=[C:8]([F:19])[CH:7]=1)=[N+:20]=[N-:21]. (5) Given the reactants C([O:3][C:4]([C:6]1([C:9]2[CH:14]=[CH:13][C:12]([C:15]3[CH:20]=[CH:19][C:18]([C:21]4[O:25][N:24]=[C:23]([CH3:26])[C:22]=4[CH2:27]Br)=[CH:17][CH:16]=3)=[CH:11][CH:10]=2)[CH2:8][CH2:7]1)=[O:5])C.[CH3:29][C:30]1[CH:39]=[CH:38][C:33]2[N:34]=[C:35]([NH2:37])[S:36][C:32]=2[CH:31]=1, predict the reaction product. The product is: [CH3:26][C:23]1[C:22]([CH2:27][NH:37][C:35]2[S:36][C:32]3[CH:31]=[C:30]([CH3:29])[CH:39]=[CH:38][C:33]=3[N:34]=2)=[C:21]([C:18]2[CH:17]=[CH:16][C:15]([C:12]3[CH:13]=[CH:14][C:9]([C:6]4([C:4]([OH:5])=[O:3])[CH2:8][CH2:7]4)=[CH:10][CH:11]=3)=[CH:20][CH:19]=2)[O:25][N:24]=1.